From a dataset of Forward reaction prediction with 1.9M reactions from USPTO patents (1976-2016). Predict the product of the given reaction. Given the reactants C1C=CC(P(C2C(C3C(P(C4C=CC=CC=4)C4C=CC=CC=4)=CC=C4C=3C=CC=C4)=C3C(C=CC=C3)=CC=2)C2C=CC=CC=2)=CC=1.Br[C:48]1[CH:49]=[C:50]2[C:56]3([CH2:61][CH2:60][N:59]([C:62]([O:64][C:65]([CH3:68])([CH3:67])[CH3:66])=[O:63])[CH2:58][CH2:57]3)[CH2:55][N:54]([C:69]3[C:70]4[C@H:77]([CH3:78])[CH2:76][CH2:75][C:71]=4[N:72]=[CH:73][N:74]=3)[C:51]2=[CH:52][CH:53]=1.[Cl:79][C:80]1[CH:81]=[C:82]([NH2:86])[CH:83]=[CH:84][CH:85]=1.C1(C)C=CC=CC=1, predict the reaction product. The product is: [Cl:79][C:80]1[CH:81]=[C:82]([NH:86][C:48]2[CH:49]=[C:50]3[C:56]4([CH2:61][CH2:60][N:59]([C:62]([O:64][C:65]([CH3:68])([CH3:67])[CH3:66])=[O:63])[CH2:58][CH2:57]4)[CH2:55][N:54]([C:69]4[C:70]5[C@H:77]([CH3:78])[CH2:76][CH2:75][C:71]=5[N:72]=[CH:73][N:74]=4)[C:51]3=[CH:52][CH:53]=2)[CH:83]=[CH:84][CH:85]=1.